This data is from Catalyst prediction with 721,799 reactions and 888 catalyst types from USPTO. The task is: Predict which catalyst facilitates the given reaction. (1) Product: [F:1][C:2]1[CH:28]=[C:27]([S:29]([CH3:32])(=[O:31])=[O:30])[CH:26]=[CH:25][C:3]=1[O:4][CH2:5][C:6]1[CH:7]=[CH:8][CH:9]=[C:10]([CH:12]2[CH2:13][CH2:14][NH:15][CH2:16][CH2:17]2)[N:11]=1.[ClH:33]. The catalyst class is: 71. Reactant: [F:1][C:2]1[CH:28]=[C:27]([S:29]([CH3:32])(=[O:31])=[O:30])[CH:26]=[CH:25][C:3]=1[O:4][CH2:5][C:6]1[N:11]=[C:10]([CH:12]2[CH2:17][CH2:16][N:15](C(OC(C)(C)C)=O)[CH2:14][CH2:13]2)[CH:9]=[CH:8][CH:7]=1.[ClH:33]. (2) Reactant: [Br:1][C:2]1[CH:8]=[CH:7][C:5]([NH2:6])=[CH:4][CH:3]=1.[CH2:9]([O:11][C:12](=[O:23])[C:13](=[CH:19]OCC)[C:14]([O:16][CH2:17][CH3:18])=[O:15])[CH3:10]. Product: [CH2:9]([O:11][C:12](=[O:23])[C:13](=[CH:19][NH:6][C:5]1[CH:7]=[CH:8][C:2]([Br:1])=[CH:3][CH:4]=1)[C:14]([O:16][CH2:17][CH3:18])=[O:15])[CH3:10]. The catalyst class is: 8.